This data is from Catalyst prediction with 721,799 reactions and 888 catalyst types from USPTO. The task is: Predict which catalyst facilitates the given reaction. (1) Reactant: [OH:1][C:2]1[C:3](=[O:17])[NH:4][C:5](=[O:16])[N:6]([CH2:8][CH2:9][C:10]2[CH:15]=[CH:14][CH:13]=[CH:12][CH:11]=2)[N:7]=1.[CH3:18]O. Product: [OH:1][C:2]1[C:3](=[O:17])[NH:4][C:5](=[O:16])[N:6]([CH2:8][CH2:9][C:10]2[CH:15]=[CH:14][CH:13]=[C:12]([CH3:18])[CH:11]=2)[N:7]=1. The catalyst class is: 13. (2) The catalyst class is: 15. Reactant: [F:1][C:2]1[CH:8]=[CH:7][C:5]([NH2:6])=[C:4]([C:9]([F:12])([F:11])[F:10])[CH:3]=1.[CH3:13][C:14](=O)[CH2:15][CH2:16][C:17](=O)[CH3:18]. Product: [F:1][C:2]1[CH:8]=[CH:7][C:5]([N:6]2[C:17]([CH3:18])=[CH:16][CH:15]=[C:14]2[CH3:13])=[C:4]([C:9]([F:10])([F:11])[F:12])[CH:3]=1. (3) Reactant: [CH2:1]([C:4]1[CH:9]=[C:8]([C:10]([CH3:13])([CH3:12])[CH3:11])[CH:7]=[C:6]([C:14]([CH3:17])([CH3:16])[CH3:15])[CH:5]=1)[CH:2]=[CH2:3].C1C=C(Cl)C=C(C(OO)=[O:26])C=1. Product: [C:10]([C:8]1[CH:9]=[C:4]([CH:5]=[C:6]([C:14]([CH3:17])([CH3:16])[CH3:15])[CH:7]=1)[CH2:1][CH:2]1[CH2:3][O:26]1)([CH3:13])([CH3:12])[CH3:11]. The catalyst class is: 2. (4) Product: [NH2:1][C:2]1[N:7]=[CH:6][C:5]([CH:8]2[CH2:12][N:11]([CH3:13])[C:10](=[O:14])[CH2:9]2)=[CH:4][C:3]=1[Br:22]. The catalyst class is: 290. Reactant: [NH2:1][C:2]1[N:7]=[CH:6][C:5]([CH:8]2[CH2:12][N:11]([CH3:13])[C:10](=[O:14])[CH2:9]2)=[CH:4][CH:3]=1.C1C(=O)N([Br:22])C(=O)C1.C(=O)(O)[O-].[Na+]. (5) Reactant: [CH3:1][S:2]([CH2:5][CH2:6][O:7][C:8]1[CH:14]=[CH:13][C:11]([NH2:12])=[CH:10][CH:9]=1)(=[O:4])=[O:3].COCCN(C)C1C=CC(N[C:27]2[N:28]=[C:29]([O:36][C:37]3[CH:42]=[CH:41][CH:40]=[C:39]([N+:43]([O-])=O)[CH:38]=3)[C:30]3C=CN[C:31]=3[N:32]=2)=CC=1.[C:47]([O-:50])([O-])=O.[K+].[K+].C1(P([CH:81]2[CH2:86]CCCC2)C2C=CC=CC=2C2C(C(C)C)=CC(C(C)C)=CC=2C(C)C)CCCCC1.C[C:88]([OH:91])(C)C. Product: [CH3:88][O:91][C:30]1[C:29]([O:36][C:37]2[CH:38]=[C:39]([NH:43][C:47](=[O:50])[CH:86]=[CH2:81])[CH:40]=[CH:41][CH:42]=2)=[N:28][C:27]([NH:12][C:11]2[CH:13]=[CH:14][C:8]([O:7][CH2:6][CH2:5][S:2]([CH3:1])(=[O:3])=[O:4])=[CH:9][CH:10]=2)=[N:32][CH:31]=1. The catalyst class is: 110. (6) Reactant: C([O:8][C:9]1[CH:17]=[C:16]2[C:12]([C:13]([C:19]3[N:27]([S:28]([C:31]4[CH:36]=[CH:35][C:34]([CH3:37])=[CH:33][CH:32]=4)(=[O:30])=[O:29])[C:22]4=[N:23][CH:24]=[CH:25][CH:26]=[C:21]4[CH:20]=3)=[CH:14][N:15]2[CH3:18])=[CH:11][C:10]=1[O:38][CH3:39])C1C=CC=CC=1.C[Si](I)(C)C. Product: [CH3:39][O:38][C:10]1[CH:11]=[C:12]2[C:16](=[CH:17][C:9]=1[OH:8])[N:15]([CH3:18])[CH:14]=[C:13]2[C:19]1[N:27]([S:28]([C:31]2[CH:32]=[CH:33][C:34]([CH3:37])=[CH:35][CH:36]=2)(=[O:30])=[O:29])[C:22]2=[N:23][CH:24]=[CH:25][CH:26]=[C:21]2[CH:20]=1. The catalyst class is: 10. (7) The catalyst class is: 4. Reactant: [F:1][C:2]1[CH:7]=[CH:6][C:5]([C:8]2([C:29]3[CH:34]=[CH:33][C:32]([F:35])=[CH:31][CH:30]=3)[CH2:12][CH2:11][N:10]([CH2:13][CH2:14][N:15]3[CH2:20][CH2:19][N:18](C(OC(C)(C)C)=O)[CH2:17][CH2:16]3)[C:9]2=[O:28])=[CH:4][CH:3]=1.FC(F)(F)C(O)=O.C(N(CC)CC)C. Product: [F:35][C:32]1[CH:33]=[CH:34][C:29]([C:8]2([C:5]3[CH:4]=[CH:3][C:2]([F:1])=[CH:7][CH:6]=3)[CH2:12][CH2:11][N:10]([CH2:13][CH2:14][N:15]3[CH2:20][CH2:19][NH:18][CH2:17][CH2:16]3)[C:9]2=[O:28])=[CH:30][CH:31]=1. (8) Reactant: [NH2:1][C:2]1[N:7]=[C:6]([CH:8]2[CH2:13][CH2:12][CH2:11][N:10](C(OCC3C=CC=CC=3)=O)[CH2:9]2)[CH:5]=[C:4]([NH:24][C:25]2[CH:30]=[CH:29][C:28]([O:31][C:32]3[CH:37]=[CH:36][N:35]=[C:34]4[NH:38][CH:39]=[CH:40][C:33]=34)=[C:27]([F:41])[CH:26]=2)[N:3]=1. Product: [F:41][C:27]1[CH:26]=[C:25]([NH:24][C:4]2[CH:5]=[C:6]([CH:8]3[CH2:13][CH2:12][CH2:11][NH:10][CH2:9]3)[N:7]=[C:2]([NH2:1])[N:3]=2)[CH:30]=[CH:29][C:28]=1[O:31][C:32]1[CH:37]=[CH:36][N:35]=[C:34]2[NH:38][CH:39]=[CH:40][C:33]=12. The catalyst class is: 29. (9) Reactant: [C:1]([O:5][C:6]([NH:8][C@H:9]([CH2:14][C:15]1[CH:20]=[C:19]([F:21])[C:18]([F:22])=[CH:17][C:16]=1[F:23])[CH2:10][C:11]([OH:13])=O)=[O:7])([CH3:4])([CH3:3])[CH3:2].[S:24]1[CH2:28][CH2:27][NH:26][C@@H:25]1[C:29]([O:31][CH2:32][CH3:33])=[O:30].C(Cl)CCl.C(N(CC)CC)C. Product: [C:1]([O:5][C:6]([NH:8][C@H:9]([CH2:14][C:15]1[CH:20]=[C:19]([F:21])[C:18]([F:22])=[CH:17][C:16]=1[F:23])[CH2:10][C:11]([N:26]1[CH2:27][CH2:28][S:24][C@H:25]1[C:29]([O:31][CH2:32][CH3:33])=[O:30])=[O:13])=[O:7])([CH3:2])([CH3:3])[CH3:4]. The catalyst class is: 79. (10) Reactant: [C:1]1([NH:7][C:8]2[CH:13]=[CH:12][CH:11]=[CH:10][CH:9]=2)[CH:6]=[CH:5][CH:4]=[CH:3][CH:2]=1.[C:14](Cl)(=[O:18])[C:15](Cl)=[O:16].Cl. The catalyst class is: 11. Product: [C:8]1([N:7]2[C:1]3[C:2](=[CH:3][CH:4]=[CH:5][CH:6]=3)[C:15](=[O:16])[C:14]2=[O:18])[CH:9]=[CH:10][CH:11]=[CH:12][CH:13]=1.